From a dataset of Forward reaction prediction with 1.9M reactions from USPTO patents (1976-2016). Predict the product of the given reaction. (1) Given the reactants [C:1]1([CH3:12])[CH:6]=[CH:5][C:4]([O:7][CH2:8][C:9]([Cl:11])=[O:10])=[CH:3][CH:2]=1.[C:13]1(C)C=CC(OC(C)C(O)=O)=CC=1.O=S(Cl)Cl, predict the reaction product. The product is: [C:1]1([CH3:12])[CH:6]=[CH:5][C:4]([O:7][CH:8]([CH3:13])[C:9]([Cl:11])=[O:10])=[CH:3][CH:2]=1. (2) Given the reactants [CH3:1][C:2]1[N:11]([C:12]2[CH:17]=[CH:16][C:15]([OH:18])=[CH:14][CH:13]=2)[C:10](=[O:19])[C:9]2[C:4](=[CH:5][CH:6]=[CH:7][CH:8]=2)[N:3]=1.[C:20]([O:24][C:25]([N:27]1[CH2:32][CH2:31][CH:30](O)[CH2:29][CH2:28]1)=[O:26])([CH3:23])([CH3:22])[CH3:21].C1(P(C2C=CC=CC=2)C2C=CC=CC=2)C=CC=CC=1.CCOC(/N=N/C(OCC)=O)=O, predict the reaction product. The product is: [C:20]([O:24][C:25]([N:27]1[CH2:32][CH2:31][CH:30]([O:18][C:15]2[CH:16]=[CH:17][C:12]([N:11]3[C:10](=[O:19])[C:9]4[C:4](=[CH:5][CH:6]=[CH:7][CH:8]=4)[N:3]=[C:2]3[CH3:1])=[CH:13][CH:14]=2)[CH2:29][CH2:28]1)=[O:26])([CH3:23])([CH3:21])[CH3:22].